This data is from Catalyst prediction with 721,799 reactions and 888 catalyst types from USPTO. The task is: Predict which catalyst facilitates the given reaction. (1) Reactant: [CH:1](=[CH:8][C:9](=[O:11])[CH3:10])[C:2]1[CH:7]=[CH:6][CH:5]=[CH:4][CH:3]=1.[H][H]. Product: [C:2]1([CH2:1][CH2:8][C:9](=[O:11])[CH3:10])[CH:7]=[CH:6][CH:5]=[CH:4][CH:3]=1. The catalyst class is: 5. (2) Reactant: [NH2:1][C:2]1[CH:9]=[CH:8][C:5]([C:6]#[N:7])=[CH:4][CH:3]=1.C(N(CC)CC)C.FC(F)(F)S(O[Si:23]([CH3:26])([CH3:25])[CH3:24])(=O)=O. Product: [CH3:24][Si:23]([N:1]([Si:23]([CH3:26])([CH3:25])[CH3:24])[C:2]1[CH:9]=[CH:8][C:5]([C:6]#[N:7])=[CH:4][CH:3]=1)([CH3:26])[CH3:25]. The catalyst class is: 11. (3) Reactant: C(OP([CH:9]([CH2:17][CH3:18])[C:10]([O:12][C:13]([CH3:16])([CH3:15])[CH3:14])=[O:11])(OCC)=O)C.C([Li])CCC.[O:24]([C@@H:42]1[CH2:47][CH2:46][CH2:45][C@H:44]([CH2:48][CH:49]=O)[CH2:43]1)[Si:25]([C:38]([CH3:41])([CH3:40])[CH3:39])([C:32]1[CH:37]=[CH:36][CH:35]=[CH:34][CH:33]=1)[C:26]1[CH:31]=[CH:30][CH:29]=[CH:28][CH:27]=1.O. Product: [Si:25]([O:24][C@@H:42]1[CH2:47][CH2:46][CH2:45][C@H:44]([CH2:48][CH:49]=[C:9]([CH2:17][CH3:18])[C:10]([O:12][C:13]([CH3:14])([CH3:15])[CH3:16])=[O:11])[CH2:43]1)([C:38]([CH3:41])([CH3:40])[CH3:39])([C:26]1[CH:27]=[CH:28][CH:29]=[CH:30][CH:31]=1)[C:32]1[CH:37]=[CH:36][CH:35]=[CH:34][CH:33]=1. The catalyst class is: 188.